From a dataset of Full USPTO retrosynthesis dataset with 1.9M reactions from patents (1976-2016). Predict the reactants needed to synthesize the given product. (1) Given the product [CH2:1]([C:8]1[C:16]2[C:11](=[CH:12][CH:13]=[CH:14][CH:15]=2)[NH:10][C:9]=1[C:17]([NH:19][N:20]=[CH:26][C:25]1[CH:28]=[CH:29][C:22]([Br:21])=[CH:23][CH:24]=1)=[O:18])[C:2]1[CH:3]=[CH:4][CH:5]=[CH:6][CH:7]=1, predict the reactants needed to synthesize it. The reactants are: [CH2:1]([C:8]1[C:16]2[C:11](=[CH:12][CH:13]=[CH:14][CH:15]=2)[NH:10][C:9]=1[C:17]([NH:19][NH2:20])=[O:18])[C:2]1[CH:7]=[CH:6][CH:5]=[CH:4][CH:3]=1.[Br:21][C:22]1[CH:29]=[CH:28][C:25]([CH:26]=O)=[CH:24][CH:23]=1. (2) Given the product [F:1][C:2]1[CH:11]=[C:10]([F:12])[CH:9]=[C:8]2[C:3]=1[C:4]([NH:20][C:21]1[CH:22]=[N:23][CH:24]=[C:25]([N:27]3[CH2:32][CH2:31][O:30][CH2:29][CH2:28]3)[CH:26]=1)=[C:5]([CH3:19])[C:6]([N:13]1[CH2:14][CH2:15][N:16]([CH2:36][CH2:35][C:34]([F:39])([F:38])[F:33])[CH2:17][CH2:18]1)=[N:7]2, predict the reactants needed to synthesize it. The reactants are: [F:1][C:2]1[CH:11]=[C:10]([F:12])[CH:9]=[C:8]2[C:3]=1[C:4]([NH:20][C:21]1[CH:22]=[N:23][CH:24]=[C:25]([N:27]3[CH2:32][CH2:31][O:30][CH2:29][CH2:28]3)[CH:26]=1)=[C:5]([CH3:19])[C:6]([N:13]1[CH2:18][CH2:17][NH:16][CH2:15][CH2:14]1)=[N:7]2.[F:33][C:34]([F:39])([F:38])[CH2:35][CH:36]=O. (3) Given the product [F:1][C:2]1[CH:3]=[CH:4][C:5]([NH:9][C:10]([C:12]2[C:17]([NH:18][C:27]3[CH:32]=[C:31]([F:33])[CH:30]=[C:29]([F:34])[CH:28]=3)=[CH:16][CH:15]=[C:14]([CH3:25])[N:13]=2)=[O:11])=[N:6][C:7]=1[CH3:8], predict the reactants needed to synthesize it. The reactants are: [F:1][C:2]1[CH:3]=[CH:4][C:5]([NH:9][C:10]([C:12]2[C:17]([NH:18]C3C=NC=CC=3)=[CH:16][CH:15]=[C:14]([CH3:25])[N:13]=2)=[O:11])=[N:6][C:7]=1[CH3:8].Br[C:27]1[CH:32]=[C:31]([F:33])[CH:30]=[C:29]([F:34])[CH:28]=1.